The task is: Predict the reaction yield, written as a fraction of the theoretical maximum amount of product (1.0 means a 100% yield; for example, 0.34 means a 34% yield).. This data is from Reaction yield outcomes from USPTO patents with 853,638 reactions. The reactants are O.[OH-].[Li+].C[O:5][C:6]([C:8]1[C:13]([NH2:14])=[N:12][C:11]([NH2:15])=[CH:10][N:9]=1)=[O:7].O1CCCC1.[OH-].[Na+]. The catalyst is O.CO. The product is [NH2:14][C:13]1[C:8]([C:6]([OH:7])=[O:5])=[N:9][CH:10]=[C:11]([NH2:15])[N:12]=1. The yield is 0.360.